From a dataset of Reaction yield outcomes from USPTO patents with 853,638 reactions. Predict the reaction yield, written as a fraction of the theoretical maximum amount of product (1.0 means a 100% yield; for example, 0.34 means a 34% yield). (1) The reactants are C([C:3]1[C:4]([Br:11])=[C:5]([OH:10])[CH:6]=[CH:7][C:8]=1[Cl:9])C.C(=O)([O-])[O-].[K+].[K+].Cl[CH:19]1[CH2:23][CH2:22][CH2:21][C:20]1=[O:24]. The catalyst is CC(C)=O. The product is [Br:11][C:4]1[CH:3]=[C:8]([Cl:9])[CH:7]=[CH:6][C:5]=1[O:10][CH:19]1[CH2:23][CH2:22][CH2:21][C:20]1=[O:24]. The yield is 0.710. (2) The reactants are [Cl:1][C:2]1[CH:7]=[CH:6][C:5]([N:8]2[CH2:13][CH2:12][N:11]([C:14]([NH:16][C@H:17]([C@H:21]([C:23]3[C:31]4[C:26](=[CH:27][CH:28]=[CH:29][CH:30]=4)[NH:25][CH:24]=3)[CH3:22])[C:18]([OH:20])=O)=[O:15])[CH2:10][CH2:9]2)=[CH:4][CH:3]=1.Cl.Cl.[CH3:34][N:35]([CH2:37][C:38]1[CH:39]=[CH:40][C:41]([O:45][CH3:46])=[C:42]([CH:44]=1)[NH2:43])[CH3:36].CCN=C=NCCCN(C)C.C1C=CC2N(O)N=NC=2C=1.C(N(CC)CC)C.C(=O)([O-])O.[Na+]. The catalyst is C(OCC)(=O)C.C(#N)C.C1COCC1. The product is [Cl:1][C:2]1[CH:7]=[CH:6][C:5]([N:8]2[CH2:9][CH2:10][N:11]([C:14]([NH:16][C@@H:17]([C:18]([NH:43][C:42]3[CH:44]=[C:38]([CH2:37][N:35]([CH3:34])[CH3:36])[CH:39]=[CH:40][C:41]=3[O:45][CH3:46])=[O:20])[C@H:21]([C:23]3[C:31]4[C:26](=[CH:27][CH:28]=[CH:29][CH:30]=4)[NH:25][CH:24]=3)[CH3:22])=[O:15])[CH2:12][CH2:13]2)=[CH:4][CH:3]=1. The yield is 0.650. (3) The catalyst is C(#N)C. The product is [CH:1]1([O:4][C:5]2[CH:6]=[C:7]([CH:10]=[CH:11][C:12]=2[O:13][CH2:15][CH2:16][CH2:17][CH2:18][CH2:19][CH2:20][CH2:21][CH2:22][CH3:23])[CH:8]=[O:9])[CH2:2][CH2:3]1. The reactants are [CH:1]1([O:4][C:5]2[CH:6]=[C:7]([CH:10]=[CH:11][C:12]=2[OH:13])[CH:8]=[O:9])[CH2:3][CH2:2]1.I[CH2:15][CH2:16][CH2:17][CH2:18][CH2:19][CH2:20][CH2:21][CH2:22][CH3:23].C([O-])([O-])=O.[Cs+].[Cs+]. The yield is 0.950. (4) The reactants are Cl[C:2]1[N:7]=[CH:6][N:5]=[C:4]([O:8][C:9]2[CH:14]=[CH:13][CH:12]=[CH:11][C:10]=2/[C:15](=[CH:20]\[O:21][CH3:22])/[C:16]([O:18][CH3:19])=[O:17])[CH:3]=1.C[CH:24]([CH2:26][C:27]([CH3:29])=[O:28])[CH3:25].[C:30](=O)([O-])[O-].[K+].[K+].C1N2CC[N:38](CC2)[CH2:37]1. The catalyst is O. The product is [C:37]([C:26]1[CH:24]=[CH:25][CH:30]=[CH:29][C:27]=1[O:28][C:2]1[N:7]=[CH:6][N:5]=[C:4]([O:8][C:9]2[CH:14]=[CH:13][CH:12]=[CH:11][C:10]=2/[C:15](=[CH:20]\[O:21][CH3:22])/[C:16]([O:18][CH3:19])=[O:17])[CH:3]=1)#[N:38]. The yield is 0.972.